This data is from Reaction yield outcomes from USPTO patents with 853,638 reactions. The task is: Predict the reaction yield, written as a fraction of the theoretical maximum amount of product (1.0 means a 100% yield; for example, 0.34 means a 34% yield). (1) The reactants are FC(F)(F)C(O)=O.[CH3:8][C:9]1[N:10]=[C:11]([NH:14][C:15]2[C:20]([O:21][CH2:22][C:23]3[CH:24]=[C:25]([CH:31]=[CH:32][CH:33]=3)[O:26][CH2:27][C:28]([OH:30])=O)=[CH:19][CH:18]=[CH:17][N:16]=2)[S:12][CH:13]=1.C(N(CC)CC)C.[Cl:41]C(OCC)=O.Cl.[NH2:48][CH2:49][C:50]([O:52]C(C)(C)C)=[O:51].Cl. No catalyst specified. The product is [ClH:41].[CH3:8][C:9]1[N:10]=[C:11]([NH:14][C:15]2[C:20]([O:21][CH2:22][C:23]3[CH:24]=[C:25]([CH:31]=[CH:32][CH:33]=3)[O:26][CH2:27][C:28]([NH:48][CH2:49][C:50]([OH:52])=[O:51])=[O:30])=[CH:19][CH:18]=[CH:17][N:16]=2)[S:12][CH:13]=1. The yield is 0.611. (2) The reactants are [O:1]=[C:2]1[N:7]2[C@H:8]([C:11]([O:13][C:14]([CH3:17])([CH3:16])[CH3:15])=[O:12])[CH2:9][CH2:10][C:6]2=[N:5][CH:4]=[C:3]1[C:18]([O:20]C)=[O:19].[Li+].[OH-]. The catalyst is CO. The product is [C:14]([O:13][C:11]([C@H:8]1[N:7]2[C:2](=[O:1])[C:3]([C:18]([OH:20])=[O:19])=[CH:4][N:5]=[C:6]2[CH2:10][CH2:9]1)=[O:12])([CH3:17])([CH3:15])[CH3:16]. The yield is 0.850. (3) The product is [CH2:1]([O:8][N:9]1[C:15](=[O:16])[N:14]2[CH2:17][C@H:10]1[CH2:11][CH2:12][C@H:13]2[C:18]([NH:21][O:22][CH:23]1[CH2:28][CH2:27][N:26]([CH3:29])[CH2:25][CH2:24]1)=[O:20])[C:2]1[CH:3]=[CH:4][CH:5]=[CH:6][CH:7]=1. The catalyst is C(Cl)Cl. The yield is 0.310. The reactants are [CH2:1]([O:8][N:9]1[C:15](=[O:16])[N:14]2[CH2:17][C@H:10]1[CH2:11][CH2:12][C@H:13]2[C:18]([OH:20])=O)[C:2]1[CH:7]=[CH:6][CH:5]=[CH:4][CH:3]=1.[NH2:21][O:22][CH:23]1[CH2:28][CH2:27][N:26]([CH3:29])[CH2:25][CH2:24]1.ON1C2C=CC=CC=2N=N1.Cl.C(N=C=NCCCN(C)C)C. (4) The reactants are O.[ClH:2].[OH:3][C:4]([C:34]1[CH:39]=[CH:38][CH:37]=[CH:36][CH:35]=1)([C:28]1[CH:33]=[CH:32][CH:31]=[CH:30][CH:29]=1)[CH:5]1[CH2:10][CH2:9][N:8]([CH2:11][CH2:12][CH2:13][CH:14]([C:16]2[CH:21]=[CH:20][C:19]([C:22]([CH3:27])([CH3:26])[C:23]([OH:25])=[O:24])=[CH:18][CH:17]=2)[OH:15])[CH2:7][CH2:6]1. The catalyst is CC(CC)=O. The product is [ClH:2].[OH:3][C:4]([C:34]1[CH:35]=[CH:36][CH:37]=[CH:38][CH:39]=1)([C:28]1[CH:29]=[CH:30][CH:31]=[CH:32][CH:33]=1)[CH:5]1[CH2:10][CH2:9][N:8]([CH2:11][CH2:12][CH2:13][CH:14]([C:16]2[CH:21]=[CH:20][C:19]([C:22]([CH3:27])([CH3:26])[C:23]([OH:25])=[O:24])=[CH:18][CH:17]=2)[OH:15])[CH2:7][CH2:6]1. The yield is 0.970. (5) The reactants are [O:1]=[C:2]1[C:6]2([CH2:11][CH2:10][N:9]([CH2:12][CH2:13][CH2:14][C:15](=[O:22])[C:16]3[CH:21]=[CH:20][CH:19]=[CH:18][CH:17]=3)[CH2:8][CH2:7]2)[N:5]([C:23]2[CH:28]=[CH:27][CH:26]=[CH:25][CH:24]=2)[CH2:4][N:3]1[C:29]1[CH:41]=[CH:40][CH:39]=[CH:38][C:30]=1[C:31]([O:33]C(C)(C)C)=[O:32]. The catalyst is Cl.O1CCOCC1. The product is [O:1]=[C:2]1[C:6]2([CH2:7][CH2:8][N:9]([CH2:12][CH2:13][CH2:14][C:15](=[O:22])[C:16]3[CH:21]=[CH:20][CH:19]=[CH:18][CH:17]=3)[CH2:10][CH2:11]2)[N:5]([C:23]2[CH:24]=[CH:25][CH:26]=[CH:27][CH:28]=2)[CH2:4][N:3]1[C:29]1[CH:41]=[CH:40][CH:39]=[CH:38][C:30]=1[C:31]([OH:33])=[O:32]. The yield is 0.435. (6) The reactants are Br[C:2]1[C:11]2[C:6](=[CH:7][CH:8]=[C:9]([O:12][CH3:13])[CH:10]=2)[C:5](=[O:14])[NH:4][CH:3]=1.[CH3:15][C@@H:16]1[O:21][C@H:20]([CH3:22])[CH2:19][NH:18][CH2:17]1.CCN(C(C)C)C(C)C. The catalyst is C(O)CO. The product is [CH3:22][CH:20]1[CH2:19][N:18]([C:2]2[C:11]3[C:6](=[CH:7][CH:8]=[C:9]([O:12][CH3:13])[CH:10]=3)[C:5](=[O:14])[NH:4][CH:3]=2)[CH2:17][CH:16]([CH3:15])[O:21]1. The yield is 0.485. (7) The reactants are [CH:1]1[C:13]2[CH:12]([CH2:14][O:15][C:16]([NH:18][C@@H:19]([CH2:23][C:24]3[C:32]4[C:27](=[CH:28][CH:29]=[CH:30][CH:31]=4)[NH:26][CH:25]=3)[C:20]([OH:22])=[O:21])=[O:17])[C:11]3[C:6](=[CH:7][CH:8]=[CH:9][CH:10]=3)[C:5]=2[CH:4]=[CH:3][CH:2]=1.I[C:34]1[CH:39]=[CH:38][C:37]([O:40][CH2:41][CH3:42])=[CH:36][CH:35]=1. No catalyst specified. The product is [CH:1]1[C:13]2[CH:12]([CH2:14][O:15][C:16]([NH:18][C@@H:19]([CH2:23][C:24]3[C:32]4[C:27](=[CH:28][CH:29]=[CH:30][CH:31]=4)[NH:26][C:25]=3[C:34]3[CH:39]=[CH:38][C:37]([O:40][CH2:41][CH3:42])=[CH:36][CH:35]=3)[C:20]([OH:22])=[O:21])=[O:17])[C:11]3[C:6](=[CH:7][CH:8]=[CH:9][CH:10]=3)[C:5]=2[CH:4]=[CH:3][CH:2]=1. The yield is 0.660. (8) The reactants are C(Cl)Cl.[F:4][C:5]([F:32])([F:31])[C:6]1[CH:11]=[CH:10][CH:9]=[CH:8][C:7]=1[S:12][CH2:13][C:14]([N:16]1[CH2:21][CH2:20][C:19]2([C:29]3[C:24](=[CH:25][CH:26]=[CH:27][CH:28]=3)[NH:23][C:22]2=[O:30])[CH2:18][CH2:17]1)=[O:15].ClC1C=CC=C(C(OO)=[O:41])C=1.[OH2:44]. No catalyst specified. The product is [F:32][C:5]([F:4])([F:31])[C:6]1[CH:11]=[CH:10][CH:9]=[CH:8][C:7]=1[S:12]([CH2:13][C:14]([N:16]1[CH2:17][CH2:18][C:19]2([C:29]3[C:24](=[CH:25][CH:26]=[CH:27][CH:28]=3)[NH:23][C:22]2=[O:30])[CH2:20][CH2:21]1)=[O:15])(=[O:41])=[O:44]. The yield is 0.553. (9) The reactants are C(OC(=O)[NH:7][C:8](=[NH:37])[C:9]1[S:10][C:11]([S:35][CH3:36])=[C:12]([S:14]([C:17]2[CH:18]=[C:19]([C:23]3[CH:28]=[CH:27][CH:26]=[C:25]([C:29](=[O:34])[C:30]([F:33])([F:32])[F:31])[CH:24]=3)[CH:20]=[CH:21][CH:22]=2)(=[O:16])=[O:15])[CH:13]=1)(C)(C)C.[F:39][C:40]([F:45])([F:44])[C:41]([OH:43])=[O:42]. No catalyst specified. The product is [F:39][C:40]([F:45])([F:44])[C:41]([OH:43])=[O:42].[CH3:36][S:35][C:11]1[S:10][C:9]([C:8]([NH2:37])=[NH:7])=[CH:13][C:12]=1[S:14]([C:17]1[CH:18]=[C:19]([C:23]2[CH:28]=[CH:27][CH:26]=[C:25]([C:29](=[O:34])[C:30]([F:32])([F:33])[F:31])[CH:24]=2)[CH:20]=[CH:21][CH:22]=1)(=[O:16])=[O:15]. The yield is 0.800.